Dataset: Full USPTO retrosynthesis dataset with 1.9M reactions from patents (1976-2016). Task: Predict the reactants needed to synthesize the given product. (1) Given the product [C:1]([O:6][C:20]1([CH3:19])[CH:21]2[CH2:29][CH:25]3[CH2:24][CH:23]([CH2:28][CH:27]1[CH2:26]3)[CH2:22]2)(=[O:5])[C:2]([CH3:4])=[CH2:3], predict the reactants needed to synthesize it. The reactants are: [C:1]([OH:6])(=[O:5])[C:2]([CH3:4])=[CH2:3].O.C1(C)C=CC(S(O)(=O)=O)=CC=1.[CH2:19]=[C:20]1[CH:27]2[CH2:28][CH:23]3[CH2:24][CH:25]([CH2:29][CH:21]1[CH2:22]3)[CH2:26]2.[OH-].[Na+]. (2) The reactants are: [NH:1]1[CH2:6][CH2:5][CH:4]([C:7]([O:9][CH3:10])=[O:8])[CH2:3][CH2:2]1.[CH3:11][N:12]=[C:13]=[O:14]. Given the product [CH3:11][NH:12][C:13]([N:1]1[CH2:6][CH2:5][CH:4]([C:7]([O:9][CH3:10])=[O:8])[CH2:3][CH2:2]1)=[O:14], predict the reactants needed to synthesize it. (3) Given the product [Cl:1][C:2]1[CH:3]=[N:4][C:5]2[N:6]([N:8]=[C:9]([C:11]([N:21]3[CH2:20][CH2:19][C:18]4[C:23](=[CH:24][C:25]([O:26][CH3:27])=[C:16]([O:15][CH3:14])[CH:17]=4)[CH:22]3[CH3:28])=[O:13])[CH:10]=2)[CH:7]=1, predict the reactants needed to synthesize it. The reactants are: [Cl:1][C:2]1[CH:3]=[N:4][C:5]2[N:6]([N:8]=[C:9]([C:11]([OH:13])=O)[CH:10]=2)[CH:7]=1.[CH3:14][O:15][C:16]1[CH:17]=[C:18]2[C:23](=[CH:24][C:25]=1[O:26][CH3:27])[CH:22]([CH3:28])[NH:21][CH2:20][CH2:19]2. (4) Given the product [Br:1][C:2]1[CH:7]=[CH:6][C:5]([N+:8]([O-:10])=[O:9])=[CH:4][C:3]=1[CH2:11][Br:37], predict the reactants needed to synthesize it. The reactants are: [Br:1][C:2]1[CH:7]=[CH:6][C:5]([N+:8]([O-:10])=[O:9])=[CH:4][C:3]=1[CH3:11].C(OOC(=O)C1C=CC=CC=1)(=O)C1C=CC=CC=1.C1C(=O)N([Br:37])C(=O)C1. (5) Given the product [Br:12][C:11]1[C:2]([OH:1])=[CH:3][CH:4]=[C:5]2[C:10]=1[N:9]=[CH:8][CH:7]=[CH:6]2, predict the reactants needed to synthesize it. The reactants are: [OH:1][C:2]1[CH:11]=[C:10]2[C:5]([CH:6]=[CH:7][CH:8]=[N:9]2)=[CH:4][CH:3]=1.[Br:12]Br. (6) The reactants are: [C:1]([O:5][C:6](=[O:30])[CH2:7][C@@H:8]([C:15](N1[C@H](C)[C@H](C2C=CC=CC=2)OC1=O)=[O:16])[CH2:9][C@H:10]([CH3:14])[CH2:11][CH2:12][CH3:13])([CH3:4])([CH3:3])[CH3:2].[Li+].[OH-].OO.S(=O)(O)[O-:36].[Na+].S([O-])([O-])=O.[Na+].[Na+]. Given the product [C:1]([O:5][C:6](=[O:30])[CH2:7][C@H:8]([CH2:9][C@H:10]([CH3:14])[CH2:11][CH2:12][CH3:13])[C:15]([OH:16])=[O:36])([CH3:2])([CH3:3])[CH3:4], predict the reactants needed to synthesize it. (7) The reactants are: [C:1]([N:4]1[C:13]2[C:8](=[CH:9][C:10]([C:15]3[CH:20]=[CH:19][C:18]([S:21]([CH3:24])(=[O:23])=[O:22])=[CH:17][CH:16]=3)=[C:11]([NH2:14])[CH:12]=2)[N:7]([C:25]([O:27][CH:28]([CH3:30])[CH3:29])=[O:26])[CH2:6][C@@H:5]1[CH3:31])(=[O:3])[CH3:2].Cl[C:33]([O:35][CH3:36])=[O:34].C(OC(=O)C)(=O)C.C(NC1C=C2C(=CC=1C1C=NN(C3CC3)C=1)N(C(OC(C)C)=O)C[C@H](C)N2C(=O)C)(=O)C. Given the product [C:1]([N:4]1[C:13]2[C:8](=[CH:9][C:10]([C:15]3[CH:16]=[CH:17][C:18]([S:21]([CH3:24])(=[O:23])=[O:22])=[CH:19][CH:20]=3)=[C:11]([NH:14][C:33]([O:35][CH3:36])=[O:34])[CH:12]=2)[N:7]([C:25]([O:27][CH:28]([CH3:30])[CH3:29])=[O:26])[CH2:6][C@@H:5]1[CH3:31])(=[O:3])[CH3:2], predict the reactants needed to synthesize it. (8) Given the product [CH3:39][O:38][C:36]([C:28]1[CH:29]=[C:30]([C:2]2[CH:3]=[CH:4][C:5]([CH:8]([C:19]3[CH:24]=[CH:23][CH:22]=[CH:21][C:20]=3[CH3:25])[CH2:9][C:10]([C:12]3[CH:17]=[CH:16][N:15]=[C:14]([CH3:18])[CH:13]=3)=[O:11])=[CH:6][CH:7]=2)[CH:31]=[CH:32][C:27]=1[F:26])=[O:37], predict the reactants needed to synthesize it. The reactants are: Br[C:2]1[CH:7]=[CH:6][C:5]([CH:8]([C:19]2[CH:24]=[CH:23][CH:22]=[CH:21][C:20]=2[CH3:25])[CH2:9][C:10]([C:12]2[CH:17]=[CH:16][N:15]=[C:14]([CH3:18])[CH:13]=2)=[O:11])=[CH:4][CH:3]=1.[F:26][C:27]1[CH:32]=[CH:31][C:30](B(O)O)=[CH:29][C:28]=1[C:36]([O:38][CH3:39])=[O:37]. (9) Given the product [F:25][CH2:26][C:27]([NH:29][C:22]([C:21]1[CH:20]=[N:19][N:16]2[CH:17]=[CH:18][C:13]([N:9]3[CH2:10][CH2:11][CH2:12][C@@H:8]3[C:4]3[CH:5]=[N:6][CH:7]=[C:2]([F:1])[CH:3]=3)=[N:14][C:15]=12)=[O:24])([CH3:30])[CH3:28], predict the reactants needed to synthesize it. The reactants are: [F:1][C:2]1[CH:3]=[C:4]([C@H:8]2[CH2:12][CH2:11][CH2:10][N:9]2[C:13]2[CH:18]=[CH:17][N:16]3[N:19]=[CH:20][C:21]([C:22]([OH:24])=O)=[C:15]3[N:14]=2)[CH:5]=[N:6][CH:7]=1.[F:25][CH2:26][C:27]([CH3:30])([NH2:29])[CH3:28].